Dataset: Full USPTO retrosynthesis dataset with 1.9M reactions from patents (1976-2016). Task: Predict the reactants needed to synthesize the given product. (1) Given the product [C:36]([O:40][C:41](=[O:46])[NH:42][CH2:43][CH2:44][NH:45][C:6]([NH:35][C:31]1[CH:32]=[CH:33][CH:34]=[C:29]([C:26]2[N:23]3[CH:24]=[CH:25][C:20]([C:17]4[CH:16]=[CH:15][C:14]([F:13])=[CH:19][CH:18]=4)=[CH:21][C:22]3=[N:28][CH:27]=2)[CH:30]=1)=[O:7])([CH3:39])([CH3:37])[CH3:38], predict the reactants needed to synthesize it. The reactants are: N1([C:6](C2C=CN=C2)=[O:7])C=CN=C1.[F:13][C:14]1[CH:19]=[CH:18][C:17]([C:20]2[CH:25]=[CH:24][N:23]3[C:26]([C:29]4[CH:30]=[C:31]([NH2:35])[CH:32]=[CH:33][CH:34]=4)=[CH:27][N:28]=[C:22]3[CH:21]=2)=[CH:16][CH:15]=1.[C:36]([O:40][C:41](=[O:46])[NH:42][CH2:43][CH2:44][NH2:45])([CH3:39])([CH3:38])[CH3:37]. (2) Given the product [CH2:13]([O:12][CH2:11][CH:10]([CH2:9][O:8][CH2:1][C:2]1[CH:3]=[CH:4][CH:5]=[CH:6][CH:7]=1)[O:20][CH2:24][CH2:25][CH:26]1[CH2:31][CH2:30][CH:29]([CH:32]2[CH2:37][CH2:36][CH:35]([CH2:38][CH2:39][CH3:40])[CH2:34][CH2:33]2)[CH2:28][CH2:27]1)[C:14]1[CH:19]=[CH:18][CH:17]=[CH:16][CH:15]=1, predict the reactants needed to synthesize it. The reactants are: [CH2:1]([O:8][CH2:9][CH:10]([OH:20])[CH2:11][O:12][CH2:13][C:14]1[CH:19]=[CH:18][CH:17]=[CH:16][CH:15]=1)[C:2]1[CH:7]=[CH:6][CH:5]=[CH:4][CH:3]=1.[H-].[Na+].Br[CH2:24][CH2:25][CH:26]1[CH2:31][CH2:30][CH:29]([CH:32]2[CH2:37][CH2:36][CH:35]([CH2:38][CH2:39][CH3:40])[CH2:34][CH2:33]2)[CH2:28][CH2:27]1.Cl. (3) Given the product [CH3:35][C:17]1[CH:16]=[C:15]([C:51]2[CH:52]=[CH:53][CH:54]=[C:55]3[C:60]=2[N:59]=[C:58]([C:61]2[CH:66]=[C:65]([O:67][CH3:68])[C:64]([O:69][CH3:70])=[C:63]([O:71][CH3:72])[CH:62]=2)[CH:57]=[N:56]3)[CH:14]=[CH:13][C:12]=1[CH2:9][N:10]1[CH2:11][CH2:6][O:23][CH2:24][CH2:25]1, predict the reactants needed to synthesize it. The reactants are: BrC1C=CC=[C:6]2[C:11]=1[N:10]=[C:9]([C:12]1[CH:17]=[CH:16][C:15](OC)=[C:14](OC)[CH:13]=1)C=N2.C[O:23][C:24]1C(OC)=CC(B(O)O)=C[CH:25]=1.[CH3:35]OC1C=C(B(O)O)C=C(OC)C=1OC.Br[C:51]1[CH:52]=[CH:53][CH:54]=[C:55]2[C:60]=1[N:59]=[C:58]([C:61]1[CH:66]=[C:65]([O:67][CH3:68])[C:64]([O:69][CH3:70])=[C:63]([O:71][CH3:72])[CH:62]=1)[CH:57]=[N:56]2.B(O)O.